Dataset: Reaction yield outcomes from USPTO patents with 853,638 reactions. Task: Predict the reaction yield, written as a fraction of the theoretical maximum amount of product (1.0 means a 100% yield; for example, 0.34 means a 34% yield). (1) The reactants are [F:1][C:2]1[CH:7]=[CH:6][CH:5]=[C:4]([F:8])[C:3]=1[C:9]1[NH:13][CH:12]=[C:11]([C:14](OCC)=[O:15])[CH:10]=1.[H-].C([Al+]CC(C)C)C(C)C.O. The catalyst is O1CCCC1.C1(C)C=CC=CC=1.C(OCC)(=O)C.S([O-])([O-])(=O)=O.[Mg+2]. The product is [F:1][C:2]1[CH:7]=[CH:6][CH:5]=[C:4]([F:8])[C:3]=1[C:9]1[NH:13][CH:12]=[C:11]([CH2:14][OH:15])[CH:10]=1. The yield is 0.970. (2) The reactants are [Cl:1][C:2]1[N:7]=[C:6](Cl)[C:5]([O:9][CH2:10][C:11]([CH3:14])([OH:13])[CH3:12])=[C:4]([N:15]2[CH2:20][CH2:19][O:18][CH2:17][CH2:16]2)[N:3]=1.[H-].[Na+]. The product is [Cl:1][C:2]1[N:3]=[C:4]([N:15]2[CH2:20][CH2:19][O:18][CH2:17][CH2:16]2)[C:5]2[O:9][CH2:10][C:11]([CH3:14])([CH3:12])[O:13][C:6]=2[N:7]=1. The catalyst is C1COCC1. The yield is 0.700. (3) The reactants are [OH:1][CH:2]([CH2:24][CH2:25][S:26][CH3:27])[C:3]([O:5][CH2:6][CH2:7][CH2:8][CH2:9][CH2:10][CH2:11][CH2:12][CH2:13][CH2:14][CH2:15][CH2:16][CH2:17][CH2:18][CH2:19][CH2:20][CH2:21][CH2:22][CH3:23])=[O:4].C1C=C(Cl)C=C(C(OO)=[O:36])C=1. The catalyst is ClCCl. The product is [OH:1][CH:2]([CH2:24][CH2:25][S:26]([CH3:27])=[O:36])[C:3]([O:5][CH2:6][CH2:7][CH2:8][CH2:9][CH2:10][CH2:11][CH2:12][CH2:13][CH2:14][CH2:15][CH2:16][CH2:17][CH2:18][CH2:19][CH2:20][CH2:21][CH2:22][CH3:23])=[O:4]. The yield is 0.450. (4) The reactants are [F:1][C:2]1[CH:3]=[CH:4][C:5]([SH:11])=[C:6]([CH:10]=1)[C:7]([OH:9])=[O:8].SC1C=CC=CC=1C(O)=O.Br[C:23]1[CH:31]=[CH:30][C:29]([F:32])=[CH:28][C:24]=1[C:25]([OH:27])=[O:26]. No catalyst specified. The product is [S:11]([C:23]1[C:24]([C:25]([OH:27])=[O:26])=[CH:28][C:29]([F:32])=[CH:30][CH:31]=1)[C:5]1[C:6]([C:7]([OH:9])=[O:8])=[CH:10][C:2]([F:1])=[CH:3][CH:4]=1. The yield is 0.920. (5) The reactants are [I-].C1([P+](C2C=CC=CC=2)(C2C=CC=CC=2)[CH2:9][CH2:10][C:11]([F:14])([F:13])[F:12])C=CC=CC=1.CC(C)([O-])C.[K+].[NH2:33][C:34]1[N:39]=[C:38]([N:40]([CH3:47])[C:41]2[CH:46]=[CH:45][CH:44]=[CH:43][CH:42]=2)[N:37]=[C:36]([C:48]2[N:52]=[C:51]([N:53]3[CH2:58][CH2:57][C:56](=O)[CH2:55][CH2:54]3)[O:50][N:49]=2)[N:35]=1. The catalyst is O1CCOCC1.C(Cl)Cl. The product is [CH3:47][N:40]([C:41]1[CH:46]=[CH:45][CH:44]=[CH:43][CH:42]=1)[C:38]1[N:39]=[C:34]([NH2:33])[N:35]=[C:36]([C:48]2[N:52]=[C:51]([N:53]3[CH2:54][CH2:55][C:56](=[CH:9][CH2:10][C:11]([F:14])([F:13])[F:12])[CH2:57][CH2:58]3)[O:50][N:49]=2)[N:37]=1. The yield is 0.120. (6) The yield is 0.450. The reactants are [NH2:1][C:2]1([CH2:8][OH:9])[CH2:7][CH2:6][CH2:5][CH2:4][CH2:3]1.C(N(CC)CC)C.[Cl:17][C:18]1[CH:23]=[CH:22][C:21]([CH2:24][C:25](Cl)=[O:26])=[CH:20][CH:19]=1.CO. The catalyst is C(Cl)Cl. The product is [Cl:17][C:18]1[CH:23]=[CH:22][C:21]([CH2:24][C:25]([NH:1][C:2]2([CH2:8][OH:9])[CH2:7][CH2:6][CH2:5][CH2:4][CH2:3]2)=[O:26])=[CH:20][CH:19]=1. (7) The reactants are [NH2:1][C:2]1[CH:3]=[C:4]2[C:9](=[C:10]([F:12])[CH:11]=1)[N:8]([CH2:13][CH3:14])[C:7](=[O:15])[N:6]([CH2:16][CH3:17])[C:5]2=[O:18].[Cl:19][C:20]1[CH:21]=[C:22]([NH:28][C:29]([CH2:31][CH:32]([CH3:37])[CH2:33][C:34](O)=[O:35])=[O:30])[CH:23]=[CH:24][C:25]=1[C:26]#[N:27].CCN(C(C)C)C(C)C.C(P1(=O)OP(CCC)(=O)OP(CCC)(=O)O1)CC. The catalyst is C(OCC)(=O)C. The product is [Cl:19][C:20]1[CH:21]=[C:22]([NH:28][C:29](=[O:30])[CH2:31][CH:32]([CH3:37])[CH2:33][C:34]([NH:1][C:2]2[CH:3]=[C:4]3[C:9](=[C:10]([F:12])[CH:11]=2)[N:8]([CH2:13][CH3:14])[C:7](=[O:15])[N:6]([CH2:16][CH3:17])[C:5]3=[O:18])=[O:35])[CH:23]=[CH:24][C:25]=1[C:26]#[N:27]. The yield is 0.220. (8) The reactants are [OH-].[Na+].[N:3]1[CH:8]=[CH:7][CH:6]=[CH:5][C:4]=1[C:9]#[C:10][CH2:11][CH2:12][C:13]([O:15]CC)=[O:14].Cl. The catalyst is C(O)C. The product is [N:3]1[CH:8]=[CH:7][CH:6]=[CH:5][C:4]=1[C:9]#[C:10][CH2:11][CH2:12][C:13]([OH:15])=[O:14]. The yield is 0.990. (9) The reactants are [NH2:1][C:2]1[N:7]=[C:6]([NH2:8])[N:5]=[C:4](Cl)[N:3]=1.[CH3:10][NH2:11]. No catalyst specified. The product is [NH2:1][C:2]1[N:7]=[C:6]([NH2:8])[N:5]=[C:4]([NH:11][CH3:10])[N:3]=1. The yield is 0.650. (10) The reactants are [NH:1]1[C:9]2[C:4](=[CH:5][CH:6]=[CH:7][CH:8]=2)[C:3](=O)[C:2]1=[O:11].[C:12]([C:15]1[CH:20]=[N:19][CH:18]=[CH:17][N:16]=1)(=O)[CH3:13].C(C1C=CC(=O)NC=1C)(=[O:23])C. No catalyst specified. The product is [N:16]1[CH:17]=[CH:18][N:19]=[CH:20][C:15]=1[C:12]1[CH:13]=[C:3]([C:2]([OH:11])=[O:23])[C:4]2[C:9](=[CH:8][CH:7]=[CH:6][CH:5]=2)[N:1]=1. The yield is 0.380.